Dataset: Peptide-MHC class II binding affinity with 134,281 pairs from IEDB. Task: Regression. Given a peptide amino acid sequence and an MHC pseudo amino acid sequence, predict their binding affinity value. This is MHC class II binding data. (1) The peptide sequence is NAVSLCILTINAVASKK. The MHC is DRB5_0101 with pseudo-sequence DRB5_0101. The binding affinity (normalized) is 0.820. (2) The peptide sequence is APEVKYTVFEKALKK. The MHC is HLA-DQA10101-DQB10501 with pseudo-sequence HLA-DQA10101-DQB10501. The binding affinity (normalized) is 0.106. (3) The peptide sequence is DKRLAAYLMLMRSPS. The MHC is H-2-IAb with pseudo-sequence H-2-IAb. The binding affinity (normalized) is 0.0341. (4) The peptide sequence is PKYVKQNTLKLAT. The MHC is DRB1_0101 with pseudo-sequence DRB1_0101. The binding affinity (normalized) is 0.878. (5) The peptide sequence is ARNVRFLPTAAAAQG. The MHC is HLA-DQA10501-DQB10201 with pseudo-sequence HLA-DQA10501-DQB10201. The binding affinity (normalized) is 0.250. (6) The peptide sequence is ENEYATGAVRPFQAA. The MHC is DRB1_1501 with pseudo-sequence DRB1_1501. The binding affinity (normalized) is 0.260. (7) The peptide sequence is SKAYANMWSLMYFHK. The MHC is DRB1_1101 with pseudo-sequence DRB1_1101. The binding affinity (normalized) is 0.787. (8) The binding affinity (normalized) is 0.657. The MHC is DRB1_1301 with pseudo-sequence DRB1_1301. The peptide sequence is IIGVLHQNFKDTSMQ. (9) The peptide sequence is SLRTTTVSGKLIHEW. The MHC is DRB5_0101 with pseudo-sequence DRB5_0101. The binding affinity (normalized) is 0.293.